The task is: Predict the reaction yield, written as a fraction of the theoretical maximum amount of product (1.0 means a 100% yield; for example, 0.34 means a 34% yield).. This data is from Reaction yield outcomes from USPTO patents with 853,638 reactions. (1) The reactants are C1C[C@H]2N(C[C@H]3[C@@H]4CCCCN4C[C@@H]2C3)CC1.[Li]C(CC)C.[C:23]([N:30]1[CH2:34][CH2:33][CH2:32][CH2:31]1)([O:25][C:26]([CH3:29])([CH3:28])[CH3:27])=[O:24].[CH2:35]([N:42]([CH2:55][C:56]1[CH:61]=[CH:60][CH:59]=[CH:58][CH:57]=1)[C@@H:43]([CH2:46][C:47]1[CH:52]=[C:51]([F:53])[CH:50]=[C:49]([F:54])[CH:48]=1)[CH:44]=[O:45])[C:36]1[CH:41]=[CH:40][CH:39]=[CH:38][CH:37]=1. The catalyst is CCOCC.O. The product is [CH2:55]([N:42]([CH2:35][C:36]1[CH:37]=[CH:38][CH:39]=[CH:40][CH:41]=1)[C@@H:43]([CH2:46][C:47]1[CH:48]=[C:49]([F:54])[CH:50]=[C:51]([F:53])[CH:52]=1)[C@@H:44]([C@H:34]1[CH2:33][CH2:32][CH2:31][N:30]1[C:23]([O:25][C:26]([CH3:29])([CH3:28])[CH3:27])=[O:24])[OH:45])[C:56]1[CH:61]=[CH:60][CH:59]=[CH:58][CH:57]=1. The yield is 0.230. (2) The reactants are [CH2:1]([N:5]([S:25]([C:28]1[CH:33]=[CH:32][C:31]([CH3:34])=[CH:30][CH:29]=1)(=[O:27])=[O:26])[CH:6]([C:22]([OH:24])=[O:23])[CH2:7][CH2:8][CH2:9][CH2:10][NH:11][C:12]([O:14][CH2:15]C1C=CC=CC=1)=[O:13])[CH:2]([CH3:4])[CH3:3].C([O-])([O-])=O.[K+].[K+].C1COCC1.[CH:46]1[C:58]2[CH:57](COC(ON3C(=O)CCC3=O)=O)[C:56]3[C:51](=[CH:52][CH:53]=[CH:54][CH:55]=3)[C:50]=2[CH:49]=[CH:48][CH:47]=1. The catalyst is [Pd].C(#N)C. The product is [CH2:1]([N:5]([S:25]([C:28]1[CH:33]=[CH:32][C:31]([CH3:34])=[CH:30][CH:29]=1)(=[O:26])=[O:27])[CH:6]([C:22]([OH:24])=[O:23])[CH2:7][CH2:8][CH2:9][CH2:10][NH:11][C:12]([O:14][CH2:15][CH:57]1[C:58]2[CH:46]=[CH:47][CH:48]=[CH:49][C:50]=2[C:51]2[C:56]1=[CH:55][CH:54]=[CH:53][CH:52]=2)=[O:13])[CH:2]([CH3:3])[CH3:4]. The yield is 0.830. (3) The reactants are [CH:1]1([CH2:4][O:5][C:6]2([C:30]3[CH:35]=[CH:34][CH:33]=[CH:32][C:31]=3[CH3:36])[CH2:9][N:8]([C:10](=[O:29])[C@H:11]([NH:21]C(=O)OC(C)(C)C)[CH2:12][C:13]3[CH:18]=[CH:17][C:16]([O:19][CH3:20])=[CH:15][CH:14]=3)[CH2:7]2)[CH2:3][CH2:2]1.[ClH:37]. The catalyst is C(OCC)(=O)C. The product is [ClH:37].[NH2:21][C@H:11]([CH2:12][C:13]1[CH:18]=[CH:17][C:16]([O:19][CH3:20])=[CH:15][CH:14]=1)[C:10]([N:8]1[CH2:7][C:6]([O:5][CH2:4][CH:1]2[CH2:2][CH2:3]2)([C:30]2[CH:35]=[CH:34][CH:33]=[CH:32][C:31]=2[CH3:36])[CH2:9]1)=[O:29]. The yield is 1.00. (4) The reactants are [Br:1][CH2:2]/[CH:3]=[CH:4]/[C:5]1[CH:10]=[CH:9][CH:8]=[C:7]([N+:11]([O-:13])=[O:12])[CH:6]=1.[N+](=[CH:16][C:17]([O:19][CH2:20][CH3:21])=[O:18])=[N-]. The catalyst is ClCCl.CC(O)=O.CC(O)=O.CC(O)=O.CC(O)=O.[Rh].[Rh]. The product is [Br:1][CH2:2][CH:3]1[CH:4]([C:5]2[CH:10]=[CH:9][CH:8]=[C:7]([N+:11]([O-:13])=[O:12])[CH:6]=2)[CH:16]1[C:17]([O:19][CH2:20][CH3:21])=[O:18]. The yield is 0.0700.